Predict which catalyst facilitates the given reaction. From a dataset of Catalyst prediction with 721,799 reactions and 888 catalyst types from USPTO. (1) The catalyst class is: 60. Product: [Cl:1][C:2]1[CH:3]=[C:4]([NH:15][C:16]2[C:25]3[C:20](=[CH:21][C:22]([N:35]4[CH2:36][CH2:37][N:32]([CH3:31])[CH2:33][CH2:34]4)=[C:23]([O:26][CH3:27])[CH:24]=3)[N:19]=[CH:18][C:17]=2[C:29]#[N:30])[CH:5]=[CH:6][C:7]=1[S:8][C:9]1[N:10]([CH3:14])[CH:11]=[CH:12][N:13]=1. Reactant: [Cl:1][C:2]1[CH:3]=[C:4]([NH:15][C:16]2[C:25]3[C:20](=[CH:21][C:22](F)=[C:23]([O:26][CH3:27])[CH:24]=3)[N:19]=[CH:18][C:17]=2[C:29]#[N:30])[CH:5]=[CH:6][C:7]=1[S:8][C:9]1[N:10]([CH3:14])[CH:11]=[CH:12][N:13]=1.[CH3:31][N:32]1[CH2:37][CH2:36][NH:35][CH2:34][CH2:33]1. (2) Reactant: [CH3:1][CH:2]1[O:6][C:5](=[S:7])[N:4]([CH2:8][C:9]2[CH:14]=[CH:13][CH:12]=[CH:11][C:10]=2[NH2:15])[CH2:3]1.C(N(CC)CC)C.[F:23][C:24]([F:37])([F:36])[S:25](O[S:25]([C:24]([F:37])([F:36])[F:23])(=[O:27])=[O:26])(=[O:27])=[O:26]. Product: [CH3:1][CH:2]1[O:6][C:5](=[S:7])[N:4]([CH2:8][C:9]2[CH:14]=[CH:13][CH:12]=[CH:11][C:10]=2[NH:15][S:25]([C:24]([F:37])([F:36])[F:23])(=[O:27])=[O:26])[CH2:3]1. The catalyst class is: 22.